From a dataset of Forward reaction prediction with 1.9M reactions from USPTO patents (1976-2016). Predict the product of the given reaction. (1) Given the reactants [C:1]([C:3]1[C:11]2[C:6](=[CH:7][CH:8]=[CH:9][CH:10]=2)[N:5]([C:12]2[CH:17]=[CH:16][CH:15]=[C:14]([F:18])[CH:13]=2)[C:4]=1[C:19](N(OC)C)=[O:20])#[N:2].[CH3:25][Mg]Br.CCOCC, predict the reaction product. The product is: [C:19]([C:4]1[N:5]([C:12]2[CH:17]=[CH:16][CH:15]=[C:14]([F:18])[CH:13]=2)[C:6]2[C:11]([C:3]=1[C:1]#[N:2])=[CH:10][CH:9]=[CH:8][CH:7]=2)(=[O:20])[CH3:25]. (2) Given the reactants I[C:2]1[C:3](=[O:9])[NH:4][C:5](=[O:8])[NH:6][CH:7]=1.O=O.[CH3:12][Si:13]([C:16]#[CH:17])([CH3:15])[CH3:14], predict the reaction product. The product is: [CH3:12][Si:13]([C:16]#[C:17][C:2]1[C:3](=[O:9])[NH:4][C:5](=[O:8])[NH:6][CH:7]=1)([CH3:15])[CH3:14]. (3) Given the reactants [F:1][C:2]1[CH:7]=[CH:6][C:5]([C:8](=[O:26])[CH2:9][CH2:10][CH2:11][C:12]([N:14]2[C@@H:18]([C:19]3[CH:24]=[CH:23][CH:22]=[CH:21][CH:20]=3)[CH2:17][O:16][C:15]2=[O:25])=[O:13])=[CH:4][CH:3]=1.[CH2:27](O)[CH2:28][OH:29].C1(C)C=CC(S(O)(=O)=O)=CC=1, predict the reaction product. The product is: [F:1][C:2]1[CH:7]=[CH:6][C:5]([C:8]2([CH2:9][CH2:10][CH2:11][C:12]([N:14]3[C@@H:18]([C:19]4[CH:20]=[CH:21][CH:22]=[CH:23][CH:24]=4)[CH2:17][O:16][C:15]3=[O:25])=[O:13])[O:29][CH2:28][CH2:27][O:26]2)=[CH:4][CH:3]=1. (4) Given the reactants [C:1]([NH:5][C:6]1[N:14]=[C:13]([Cl:15])[N:12]=[C:11]2[C:7]=1[N:8]=[CH:9][N:10]2[CH:16]1[CH2:21][CH2:20][CH2:19][CH2:18][O:17]1)([CH3:4])([CH3:3])[CH3:2].[Li+].CC([N-]C(C)C)C.N#C[Br:32], predict the reaction product. The product is: [Br:32][C:9]1[N:10]([CH:16]2[CH2:21][CH2:20][CH2:19][CH2:18][O:17]2)[C:11]2[C:7]([N:8]=1)=[C:6]([NH:5][C:1]([CH3:4])([CH3:2])[CH3:3])[N:14]=[C:13]([Cl:15])[N:12]=2. (5) Given the reactants [CH3:1][O:2][C:3]1[N:8]=[C:7]([C:9]#[N:10])[C:6]([N+:11]([O-])=O)=[CH:5][CH:4]=1.Cl[Sn]Cl.[OH-].[Na+], predict the reaction product. The product is: [NH2:11][C:6]1[C:7]([C:9]#[N:10])=[N:8][C:3]([O:2][CH3:1])=[CH:4][CH:5]=1. (6) Given the reactants Br[C:2]1[CH:10]=[CH:9][C:8]2[NH:7][C:6]3[CH2:11][CH2:12][N:13]([C:15]([O:17][CH2:18][CH3:19])=[O:16])[CH2:14][C:5]=3[C:4]=2[CH:3]=1.[N:20]1[CH:25]=[CH:24][CH:23]=[C:22](B(O)O)[CH:21]=1.[O-]P([O-])([O-])=O.[K+].[K+].[K+], predict the reaction product. The product is: [N:20]1[CH:25]=[CH:24][CH:23]=[C:22]([C:2]2[CH:10]=[CH:9][C:8]3[NH:7][C:6]4[CH2:11][CH2:12][N:13]([C:15]([O:17][CH2:18][CH3:19])=[O:16])[CH2:14][C:5]=4[C:4]=3[CH:3]=2)[CH:21]=1. (7) Given the reactants [CH:1]1([C:4]2[NH:8][N:7]=[C:6]([NH:9][C:10]3[C:15]([N+:16]([O-])=O)=[CH:14][CH:13]=[C:12]([NH:19][C@H:20]([C:22]4[CH:27]=[CH:26][C:25]([F:28])=[CH:24][N:23]=4)[CH3:21])[N:11]=3)[CH:5]=2)[CH2:3][CH2:2]1.[CH2:29](O)C.C(O)(=O)C.C(N)=N.C(OCC)(=O)C, predict the reaction product. The product is: [CH:1]1([C:4]2[NH:8][N:7]=[C:6]([N:9]3[C:10]4=[N:11][C:12]([NH:19][C@H:20]([C:22]5[CH:27]=[CH:26][C:25]([F:28])=[CH:24][N:23]=5)[CH3:21])=[CH:13][CH:14]=[C:15]4[N:16]=[CH:29]3)[CH:5]=2)[CH2:3][CH2:2]1. (8) Given the reactants [CH3:1][S:2]([O:5][C:6]1[CH:11]=[CH:10][C:9]([C:12]2[CH:17]=[CH:16][C:15]([CH2:18][C@H:19]([NH:23][C:24]([C:26]3([NH:32][C:33]([O:35][C:36]([CH3:39])([CH3:38])[CH3:37])=[O:34])[CH2:31][CH2:30][O:29][CH2:28][CH2:27]3)=[O:25])[C:20]([NH2:22])=O)=[CH:14][CH:13]=2)=[CH:8][CH:7]=1)(=[O:4])=[O:3].CC[N+](S(N=C(OC)[O-])(=O)=O)(CC)CC, predict the reaction product. The product is: [CH3:1][S:2]([O:5][C:6]1[CH:7]=[CH:8][C:9]([C:12]2[CH:13]=[CH:14][C:15]([CH2:18][C@H:19]([NH:23][C:24]([C:26]3([NH:32][C:33]([O:35][C:36]([CH3:39])([CH3:38])[CH3:37])=[O:34])[CH2:31][CH2:30][O:29][CH2:28][CH2:27]3)=[O:25])[C:20]#[N:22])=[CH:16][CH:17]=2)=[CH:10][CH:11]=1)(=[O:3])=[O:4]. (9) Given the reactants [NH2:1][C:2]1[C:3]([Cl:14])=[CH:4][C:5]([CH2:10][CH2:11][CH:12]=O)=[C:6]([CH:9]=1)[C:7]#[N:8].[NH:15]1[CH2:20][CH2:19][O:18][CH2:17][CH2:16]1.C([BH3-])#N.[Na+].C(O)(=O)C, predict the reaction product. The product is: [NH2:1][C:2]1[C:3]([Cl:14])=[CH:4][C:5]([CH2:10][CH2:11][CH2:12][N:15]2[CH2:20][CH2:19][O:18][CH2:17][CH2:16]2)=[C:6]([CH:9]=1)[C:7]#[N:8].